Dataset: Reaction yield outcomes from USPTO patents with 853,638 reactions. Task: Predict the reaction yield, written as a fraction of the theoretical maximum amount of product (1.0 means a 100% yield; for example, 0.34 means a 34% yield). (1) The reactants are [N+:1]([C:4]1[CH:5]=[C:6]([C:13]([N:15]2[CH2:20][CH2:19][O:18][CH2:17][CH2:16]2)=O)[CH:7]=[CH:8][C:9]=1[N+:10]([O-:12])=[O:11])([O-:3])=[O:2].O1CCCC1.B(F)(F)F.CCOCC.[BH4-].[Na+]. The catalyst is CCOCC.CO. The product is [N+:1]([C:4]1[CH:5]=[C:6]([CH:7]=[CH:8][C:9]=1[N+:10]([O-:12])=[O:11])[CH2:13][N:15]1[CH2:20][CH2:19][O:18][CH2:17][CH2:16]1)([O-:3])=[O:2]. The yield is 0.984. (2) The reactants are Br[C:2]1[CH:3]=[C:4]2[C:8](=[CH:9][CH:10]=1)[CH2:7][C:6]([CH3:12])([CH3:11])[CH2:5]2.C([Li])CCC.[N:18]([C:27]([O:29][C:30]([CH3:33])([CH3:32])[CH3:31])=[O:28])=[N:19][C:20]([O:22][C:23]([CH3:26])([CH3:25])[CH3:24])=[O:21]. The catalyst is O1CCCC1. The product is [CH3:11][C:6]1([CH3:12])[CH:5]=[C:4]2[C:8]([CH:9]=[CH:10][C:2]([N:18]([C:27]([O:29][C:30]([CH3:33])([CH3:32])[CH3:31])=[O:28])[NH:19][C:20]([O:22][C:23]([CH3:24])([CH3:25])[CH3:26])=[O:21])=[CH:3]2)=[CH:7]1. The yield is 0.668. (3) The reactants are C(N(CC)CC)C.[C:8](Cl)(=[O:13])[CH2:9][CH2:10][CH2:11][CH3:12].[OH:15][C:16]12[C:27]3[C:22](=[CH:23][CH:24]=[CH:25][CH:26]=3)[C:21](=[O:28])[C:20]1([NH:29][C:30](=[O:32])[CH3:31])[C:19]1[CH:33]=[CH:34][C:35]([CH:37]([CH3:39])[CH3:38])=[CH:36][C:18]=1[O:17]2. The yield is 0.320. The product is [C:8]([O:17][C:18]1[CH:36]=[C:35]([CH:37]([CH3:38])[CH3:39])[CH:34]=[CH:33][C:19]=1[C:20]1([NH:29][C:30](=[O:32])[CH3:31])[C:21](=[O:28])[C:22]2[C:27](=[CH:26][CH:25]=[CH:24][CH:23]=2)[C:16]1=[O:15])(=[O:13])[CH2:9][CH2:10][CH2:11][CH3:12]. The catalyst is C1COCC1. (4) The reactants are [Cl-].[Ce+3].[Cl-].[Cl-].[BH4-:5].[Na+].[CH3:7][O:8][C:9]1[C:14]([CH3:15])=[CH:13][C:12]([PH:16](=O)[C:17]2[CH:22]=[C:21]([CH3:23])[C:20]([O:24][CH3:25])=[C:19]([CH3:26])[CH:18]=2)=[CH:11][C:10]=1[CH3:28].[H-].[Al+3].[Li+].[H-].[H-].[H-].Cl. The yield is 0.696. The product is [CH3:7][O:8][C:9]1[C:14]([CH3:15])=[CH:13][C:12]([PH:16][C:17]2[CH:22]=[C:21]([CH3:23])[C:20]([O:24][CH3:25])=[C:19]([CH3:26])[CH:18]=2)=[CH:11][C:10]=1[CH3:28].[BH3:5]. The catalyst is C1COCC1.C1(C)C=CC=CC=1. (5) The reactants are [C:1]([O:5][C:6]([N:8]1[CH2:12][CH2:11][CH2:10][CH:9]1[CH2:13][NH2:14])=[O:7])([CH3:4])([CH3:3])[CH3:2].[Br:15][C:16]1[CH:24]=[CH:23][C:19]([C:20](O)=[O:21])=[CH:18][CH:17]=1.CN1CCOCC1.CN(C(ON1N=NC2C=CC=NC1=2)=[N+](C)C)C.F[P-](F)(F)(F)(F)F. The catalyst is CN(C=O)C. The product is [C:1]([O:5][C:6]([N:8]1[CH2:12][CH2:11][CH2:10][CH:9]1[CH2:13][NH:14][C:20](=[O:21])[C:19]1[CH:23]=[CH:24][C:16]([Br:15])=[CH:17][CH:18]=1)=[O:7])([CH3:4])([CH3:3])[CH3:2]. The yield is 1.00.